This data is from Full USPTO retrosynthesis dataset with 1.9M reactions from patents (1976-2016). The task is: Predict the reactants needed to synthesize the given product. (1) The reactants are: Cl[C:2]1[CH:7]=[CH:6][N:5]=[C:4]2[CH:8]=[C:9]([C:11]([N:13]([CH3:15])[CH3:14])=[O:12])[S:10][C:3]=12.[CH3:16][NH:17][C:18]([C:20]1[C:28]2[C:23](=[CH:24][C:25]([OH:29])=[CH:26][CH:27]=2)[N:22]([CH3:30])[C:21]=1[CH3:31])=[O:19].C([O-])([O-])=O.[Cs+].[Cs+]. Given the product [CH3:30][N:22]1[C:23]2[C:28](=[CH:27][CH:26]=[C:25]([O:29][C:2]3[CH:7]=[CH:6][N:5]=[C:4]4[CH:8]=[C:9]([C:11]([N:13]([CH3:15])[CH3:14])=[O:12])[S:10][C:3]=34)[CH:24]=2)[C:20]([C:18]([NH:17][CH3:16])=[O:19])=[C:21]1[CH3:31], predict the reactants needed to synthesize it. (2) The reactants are: I([O-])(=O)(=O)=[O:2].[Na+].[OH:7][CH2:8][C@@H:9]1[CH2:11][C@H:10]1[CH2:12][C:13]([O:15][CH2:16][C:17]1[CH:22]=[CH:21][CH:20]=[CH:19][CH:18]=1)=[O:14]. Given the product [CH2:16]([O:15][C:13](=[O:14])[CH2:12][C@@H:10]1[CH2:11][C@H:9]1[C:8]([OH:2])=[O:7])[C:17]1[CH:18]=[CH:19][CH:20]=[CH:21][CH:22]=1, predict the reactants needed to synthesize it. (3) The reactants are: [O:1]=[C:2]1[C:6]2[CH:7]=[CH:8][C:9]([O:11][CH2:12][C:13]([O:15]C(C)(C)C)=[O:14])=[CH:10][C:5]=2[CH2:4][O:3]1. Given the product [O:1]=[C:2]1[C:6]2[CH:7]=[CH:8][C:9]([O:11][CH2:12][C:13]([OH:15])=[O:14])=[CH:10][C:5]=2[CH2:4][O:3]1, predict the reactants needed to synthesize it. (4) Given the product [C:17]([O:16][C@H:15]1[C@@H:20]([O:21][C:22](=[O:24])[CH3:23])[C@H:25]([CH2:27][O:28][C:29](=[O:31])[CH3:30])[O:26][C@@H:14]1[N:1]1[CH:5]=[N:4][C:3]([C:6]([O:8][CH3:9])=[O:7])=[N:2]1)(=[O:19])[CH3:18], predict the reactants needed to synthesize it. The reactants are: [NH:1]1[CH:5]=[N:4][C:3]([C:6]([O:8][CH3:9])=[O:7])=[N:2]1.C(O[C@H:14]1[O:26][C@@H:25]([CH2:27][O:28][C:29](=[O:31])[CH3:30])[C@H:20]([O:21][C:22](=[O:24])[CH3:23])[C@@H:15]1[O:16][C:17](=[O:19])[CH3:18])(=O)C.FC(F)(F)S(O)(=O)=O.[N+](C1C=CC(OP([O-])(OC2C=CC([N+]([O-])=O)=CC=2)=O)=CC=1)([O-])=O.